This data is from Forward reaction prediction with 1.9M reactions from USPTO patents (1976-2016). The task is: Predict the product of the given reaction. Given the reactants [F:1][C@H:2]1[C@@H:7]([NH:8][C:9]([O:11][CH3:12])=[O:10])[CH2:6][CH2:5][N:4](C(OC(C)(C)C)=O)[CH2:3]1.C(O)(C(F)(F)F)=O, predict the reaction product. The product is: [F:1][C@H:2]1[C@@H:7]([NH:8][C:9](=[O:10])[O:11][CH3:12])[CH2:6][CH2:5][NH:4][CH2:3]1.